From a dataset of Catalyst prediction with 721,799 reactions and 888 catalyst types from USPTO. Predict which catalyst facilitates the given reaction. (1) Reactant: [C:1]1([C:7]2[N:8]=[C:9]3[CH:23]=[CH:22][CH:21]=[N:20][C:10]3=[N:11][C:12]=2[C:13]2[CH:18]=[CH:17][C:16]([CH3:19])=[CH:15][CH:14]=2)[CH:6]=[CH:5][CH:4]=[CH:3][CH:2]=1.C([O-])=O.[NH4+]. Product: [C:1]1([C:7]2[N:8]=[C:9]3[CH2:23][CH2:22][CH2:21][NH:20][C:10]3=[N:11][C:12]=2[C:13]2[CH:18]=[CH:17][C:16]([CH3:19])=[CH:15][CH:14]=2)[CH:2]=[CH:3][CH:4]=[CH:5][CH:6]=1. The catalyst class is: 105. (2) Reactant: [C:1](Cl)(Cl)=[S:2].[NH2:5][C:6]1[C:15]2[C:10](=[CH:11][CH:12]=[CH:13][CH:14]=2)[C:9]([CH:16]2[CH2:18][CH2:17]2)=[CH:8][CH:7]=1.C(N(C(C)C)CC)(C)C.Cl. Product: [CH:16]1([C:9]2[C:10]3[C:15](=[CH:14][CH:13]=[CH:12][CH:11]=3)[C:6]([N:5]=[C:1]=[S:2])=[CH:7][CH:8]=2)[CH2:18][CH2:17]1. The catalyst class is: 4. (3) Reactant: [OH:1][CH2:2][CH2:3][CH2:4][CH2:5][O:6][C:7]1[CH:12]=[CH:11][C:10]([C:13]2[S:17][C:16]([C@@:18]3([CH3:32])[CH2:22][O:21]C(C)(C)[N:19]3C(OC(C)(C)C)=O)=[N:15][N:14]=2)=[CH:9][C:8]=1[C:33]([F:36])([F:35])[F:34].[C:37](NN)(=O)[C:38]1[CH:43]=[CH:42][CH:41]=[CH:40][CH:39]=1. Product: [NH2:19][C@@:18]([C:16]1[S:17][C:13]([C:10]2[CH:11]=[CH:12][C:7]([O:6][CH2:5][CH2:4][CH2:3][CH2:2][O:1][CH2:37][C:38]3[CH:43]=[CH:42][CH:41]=[CH:40][CH:39]=3)=[C:8]([C:33]([F:35])([F:34])[F:36])[CH:9]=2)=[N:14][N:15]=1)([CH3:32])[CH2:22][OH:21]. The catalyst class is: 47. (4) Reactant: [CH2:1]([CH:3]1[C:8](=[O:9])[NH:7][CH:6]([CH3:10])[CH2:5][N:4]1C(OCC1C=CC=CC=1)=O)[CH3:2]. Product: [CH2:1]([CH:3]1[NH:4][CH2:5][CH:6]([CH3:10])[NH:7][C:8]1=[O:9])[CH3:2]. The catalyst class is: 63.